From a dataset of Reaction yield outcomes from USPTO patents with 853,638 reactions. Predict the reaction yield, written as a fraction of the theoretical maximum amount of product (1.0 means a 100% yield; for example, 0.34 means a 34% yield). The reactants are O[CH:2]([C:4]1[C:12]2[O:11][CH2:10][CH:9]([C:13]3[CH:18]=[CH:17][C:16]([CH:19]([CH3:21])[CH3:20])=[CH:15][CH:14]=3)[C:8]=2[C:7]([CH3:22])=[C:6]([NH:23][C:24](=[O:30])[CH2:25][C:26]([CH3:29])([CH3:28])[CH3:27])[C:5]=1[CH3:31])[CH3:3].O.C1(C)C=CC(S(O)(=O)=O)=CC=1. The catalyst is C1(C)C=CC=CC=1. The product is [CH:19]([C:16]1[CH:17]=[CH:18][C:13]([CH:9]2[C:8]3[C:7]([CH3:22])=[C:6]([NH:23][C:24](=[O:30])[CH2:25][C:26]([CH3:29])([CH3:28])[CH3:27])[C:5]([CH3:31])=[C:4]([CH:2]=[CH2:3])[C:12]=3[O:11][CH2:10]2)=[CH:14][CH:15]=1)([CH3:20])[CH3:21]. The yield is 0.890.